Task: Regression. Given a peptide amino acid sequence and an MHC pseudo amino acid sequence, predict their binding affinity value. This is MHC class I binding data.. Dataset: Peptide-MHC class I binding affinity with 185,985 pairs from IEDB/IMGT (1) The peptide sequence is GRTFGKLPY. The MHC is HLA-A26:02 with pseudo-sequence HLA-A26:02. The binding affinity (normalized) is 0.0847. (2) The peptide sequence is VVSYEAGEW. The MHC is HLA-A02:11 with pseudo-sequence HLA-A02:11. The binding affinity (normalized) is 0.0847. (3) The binding affinity (normalized) is 0.117. The peptide sequence is KNWMTQTLL. The MHC is HLA-B27:05 with pseudo-sequence HLA-B27:05. (4) The peptide sequence is SRAIWFMWL. The MHC is HLA-B07:02 with pseudo-sequence HLA-B07:02. The binding affinity (normalized) is 0.0847.